Dataset: Reaction yield outcomes from USPTO patents with 853,638 reactions. Task: Predict the reaction yield, written as a fraction of the theoretical maximum amount of product (1.0 means a 100% yield; for example, 0.34 means a 34% yield). The reactants are C[O:2][C:3]([C@@H:5]1[CH2:9][C@H:8]([NH:10][C:11]([C:13]2[CH:22]=[CH:21][C:20]3[C:15](=[CH:16][CH:17]=[CH:18][CH:19]=3)[C:14]=2[OH:23])=[O:12])[CH2:7][N:6]1[CH2:24][CH:25]1[CH2:30][CH2:29][CH2:28][CH2:27][CH2:26]1)=O.[CH2:31]([NH2:34])[CH2:32][CH3:33].C[Al](C)C. No catalyst specified. The product is [CH2:31]([NH:34][C:3]([C@@H:5]1[CH2:9][C@H:8]([NH:10][C:11]([C:13]2[CH:22]=[CH:21][C:20]3[C:15](=[CH:16][CH:17]=[CH:18][CH:19]=3)[C:14]=2[OH:23])=[O:12])[CH2:7][N:6]1[CH2:24][CH:25]1[CH2:26][CH2:27][CH2:28][CH2:29][CH2:30]1)=[O:2])[CH2:32][CH3:33]. The yield is 0.187.